This data is from Reaction yield outcomes from USPTO patents with 853,638 reactions. The task is: Predict the reaction yield, written as a fraction of the theoretical maximum amount of product (1.0 means a 100% yield; for example, 0.34 means a 34% yield). (1) The reactants are [CH2:1]([O:3][C:4](=[O:25])[CH2:5][O:6][C:7]1[C:16]([N:17]2[CH2:23][CH2:22][CH2:21][NH:20][CH2:19][CH2:18]2)=[C:15]2[C:10]([CH:11]=[CH:12][CH:13]=[N:14]2)=[CH:9][C:8]=1[CH3:24])[CH3:2].[C:26]1([N:32]2[CH:36]=[CH:35][C:34]([CH:37]=O)=[N:33]2)[CH:31]=[CH:30][CH:29]=[CH:28][CH:27]=1.[BH-](OC(C)=O)(OC(C)=O)OC(C)=O.[Na+]. The catalyst is ClCCCl. The product is [CH2:1]([O:3][C:4](=[O:25])[CH2:5][O:6][C:7]1[C:16]([N:17]2[CH2:23][CH2:22][CH2:21][N:20]([CH2:37][C:34]3[CH:35]=[CH:36][N:32]([C:26]4[CH:27]=[CH:28][CH:29]=[CH:30][CH:31]=4)[N:33]=3)[CH2:19][CH2:18]2)=[C:15]2[C:10]([CH:11]=[CH:12][CH:13]=[N:14]2)=[CH:9][C:8]=1[CH3:24])[CH3:2]. The yield is 0.570. (2) The reactants are [CH3:1][O:2][CH2:3][C@H:4]([CH3:32])[O:5][C:6]1[CH:7]=[C:8](B2OC(C)(C)C(C)(C)O2)[CH:9]=[C:10]([O:12][C:13]2[CH:18]=[CH:17][C:16]([S:19]([CH3:22])(=[O:21])=[O:20])=[CH:15][CH:14]=2)[CH:11]=1.Br[C:34]1[N:38]([C:39]([O:41][C:42]([CH3:45])([CH3:44])[CH3:43])=[O:40])[C:37]([C:46]([O:48][CH2:49][CH3:50])=[O:47])=[CH:36][CH:35]=1.C(=O)([O-])[O-].[K+].[K+].O. The catalyst is C1(C)C=CC=CC=1.C(O)C. The product is [CH3:1][O:2][CH2:3][C@H:4]([CH3:32])[O:5][C:6]1[CH:7]=[C:8]([C:34]2[N:38]([C:39]([O:41][C:42]([CH3:43])([CH3:44])[CH3:45])=[O:40])[C:37]([C:46]([O:48][CH2:49][CH3:50])=[O:47])=[CH:36][CH:35]=2)[CH:9]=[C:10]([O:12][C:13]2[CH:18]=[CH:17][C:16]([S:19]([CH3:22])(=[O:21])=[O:20])=[CH:15][CH:14]=2)[CH:11]=1. The yield is 0.840. (3) The reactants are [F:1][C:2]([F:11])([F:10])[C:3]([NH:5][CH2:6][CH2:7][NH:8][CH3:9])=[O:4].[C:20](O[C:20]([O:22][C:23]([CH3:26])([CH3:25])[CH3:24])=[O:21])([O:22][C:23]([CH3:26])([CH3:25])[CH3:24])=[O:21].C(N(CC)CC)C. The catalyst is C1COCC1. The product is [C:23]([O:22][C:20](=[O:21])[N:8]([CH3:9])[CH2:7][CH2:6][NH:5][C:3](=[O:4])[C:2]([F:10])([F:11])[F:1])([CH3:24])([CH3:25])[CH3:26]. The yield is 0.860. (4) The reactants are [N+:1]([C:4]1[CH:5]=[N:6][CH:7]=[CH:8][C:9]=1[NH2:10])([O-:3])=[O:2].CC([O-])=O.[Na+].[Br:16]Br.C([O-])(O)=O.[Na+]. The catalyst is O.C(O)(=O)C. The product is [Br:16][C:8]1[CH:7]=[N:6][CH:5]=[C:4]([N+:1]([O-:3])=[O:2])[C:9]=1[NH2:10]. The yield is 0.770.